This data is from Peptide-MHC class I binding affinity with 185,985 pairs from IEDB/IMGT. The task is: Regression. Given a peptide amino acid sequence and an MHC pseudo amino acid sequence, predict their binding affinity value. This is MHC class I binding data. (1) The peptide sequence is FPVRPQVPL. The MHC is H-2-Db with pseudo-sequence H-2-Db. The binding affinity (normalized) is 0. (2) The peptide sequence is WLKDSAIMV. The MHC is HLA-A02:01 with pseudo-sequence HLA-A02:01. The binding affinity (normalized) is 0.465. (3) The peptide sequence is KTAVQMAVF. The MHC is HLA-B57:01 with pseudo-sequence HLA-B57:01. The binding affinity (normalized) is 0.821. (4) The peptide sequence is KQLPPLAAW. The MHC is HLA-A02:12 with pseudo-sequence HLA-A02:12. The binding affinity (normalized) is 0.0847. (5) The peptide sequence is RPINEKEENM. The MHC is HLA-B35:01 with pseudo-sequence HLA-B35:01. The binding affinity (normalized) is 0.306. (6) The peptide sequence is FPFKYVAAF. The MHC is Mamu-A2201 with pseudo-sequence Mamu-A2201. The binding affinity (normalized) is 0.973.